Dataset: Catalyst prediction with 721,799 reactions and 888 catalyst types from USPTO. Task: Predict which catalyst facilitates the given reaction. (1) Reactant: [Cl:1][C:2]1[CH:7]=[N:6][C:5]2[NH:8][CH:9]=[CH:10][C:4]=2[C:3]=1[CH:11]=[O:12].[CH:13]1([Mg]Cl)[CH2:18][CH2:17][CH2:16][CH2:15][CH2:14]1.O. Product: [Cl:1][C:2]1[C:3]([CH:11]([CH:13]2[CH2:18][CH2:17][CH2:16][CH2:15][CH2:14]2)[OH:12])=[C:4]2[CH:10]=[CH:9][NH:8][C:5]2=[N:6][CH:7]=1. The catalyst class is: 1. (2) Reactant: [O:1]=[C:2]([C:5]1[CH:10]=[CH:9][CH:8]=[CH:7][CH:6]=1)C=O.[CH:11]([O:18][CH2:19][CH3:20])([O:15][CH2:16][CH3:17])OCC.C1(C)C=CC(S(O)(=O)=O)=CC=1. Product: [CH2:19]([O:18][CH:11]([O:15][CH2:16][CH3:17])[C:2]([C:5]1[CH:10]=[CH:9][CH:8]=[CH:7][CH:6]=1)=[O:1])[CH3:20]. The catalyst class is: 2.